This data is from Reaction yield outcomes from USPTO patents with 853,638 reactions. The task is: Predict the reaction yield, written as a fraction of the theoretical maximum amount of product (1.0 means a 100% yield; for example, 0.34 means a 34% yield). (1) The reactants are [CH3:1][O:2][C:3]1[CH:11]=[C:10]2[C:6]([CH:7]=[CH:8][NH:9]2)=[CH:5][CH:4]=1.[C:12]([O:16][C:17](O[C:17]([O:16][C:12]([CH3:15])([CH3:14])[CH3:13])=[O:18])=[O:18])([CH3:15])([CH3:14])[CH3:13]. The catalyst is C(Cl)Cl.CN(C1C=CN=CC=1)C. The product is [C:12]([O:16][C:17]([N:9]1[C:10]2[C:6](=[CH:5][CH:4]=[C:3]([O:2][CH3:1])[CH:11]=2)[CH:7]=[CH:8]1)=[O:18])([CH3:15])([CH3:14])[CH3:13]. The yield is 0.990. (2) The reactants are [C:1]([C:3]1[CH:8]=[CH:7][CH:6]=[CH:5][C:4]=1[C:9]1[CH:14]=[CH:13][C:12]([CH2:15][CH:16]([C:22](=O)[CH2:23][CH2:24][CH3:25])[C:17](OCC)=[O:18])=[CH:11][CH:10]=1)#[N:2].[CH3:27][O:28][CH2:29][CH:30]([NH:32][C:33]1[NH:37][C:36]([CH3:38])=[N:35][N:34]=1)[CH3:31]. No catalyst specified. The product is [CH3:27][O:28][CH2:29][CH:30]([N:32]1[C:17](=[O:18])[C:16]([CH2:15][C:12]2[CH:13]=[CH:14][C:9]([C:4]3[C:3]([C:1]#[N:2])=[CH:8][CH:7]=[CH:6][CH:5]=3)=[CH:10][CH:11]=2)=[C:22]([CH2:23][CH2:24][CH3:25])[N:34]2[N:35]=[C:36]([CH3:38])[N:37]=[C:33]12)[CH3:31]. The yield is 0.520. (3) The reactants are [CH3:1][O:2][C:3]1[CH:12]=[CH:11][C:10]([N+:13]([O-])=O)=[C:9]2[C:4]=1[CH:5]=[CH:6][CH:7]=[N:8]2.Cl[Sn]Cl. The catalyst is Cl.CO. The product is [CH3:1][O:2][C:3]1[CH:12]=[CH:11][C:10]([NH2:13])=[C:9]2[C:4]=1[CH:5]=[CH:6][CH:7]=[N:8]2. The yield is 0.910. (4) The catalyst is Cl[Pd](Cl)([P](C1C=CC=CC=1)(C1C=CC=CC=1)C1C=CC=CC=1)[P](C1C=CC=CC=1)(C1C=CC=CC=1)C1C=CC=CC=1.COCCOC. The reactants are [CH:1]1([NH:4][C:5]([C:7]2[CH:12]=[CH:11][C:10](B(O)O)=[CH:9][CH:8]=2)=[O:6])[CH2:3][CH2:2]1.Br[C:17]1[CH:22]=[CH:21][C:20]([O:23][CH2:24][CH:25]2[CH2:30][CH2:29][N:28]([C:31]([O:33][CH:34]([CH3:36])[CH3:35])=[O:32])[CH2:27][CH2:26]2)=[CH:19][CH:18]=1.C([O-])([O-])=O.[Na+].[Na+]. The product is [CH:1]1([NH:4][C:5]([C:7]2[CH:12]=[CH:11][C:10]([C:17]3[CH:18]=[CH:19][C:20]([O:23][CH2:24][CH:25]4[CH2:26][CH2:27][N:28]([C:31]([O:33][CH:34]([CH3:36])[CH3:35])=[O:32])[CH2:29][CH2:30]4)=[CH:21][CH:22]=3)=[CH:9][CH:8]=2)=[O:6])[CH2:3][CH2:2]1. The yield is 0.120. (5) The yield is 0.835. The product is [CH2:33]([CH:12]([CH2:13][CH2:14][CH2:15][CH3:16])[CH2:11][O:10][C:8]([N:1]1[CH:6]=[CH:5][CH:4]([C:19]2[CH:24]=[CH:23][CH:22]=[CH:21][CH:20]=2)[CH:3]=[CH:2]1)=[O:9])[CH3:34]. The catalyst is [Cu]I. The reactants are [N:1]1[CH:6]=[CH:5][CH:4]=[CH:3][CH:2]=1.Cl[C:8]([O:10][CH:11](CC)[CH2:12][CH2:13][CH2:14][CH2:15][CH3:16])=[O:9].[C:19]1([Mg]Cl)[CH:24]=[CH:23][CH:22]=[CH:21][CH:20]=1.S(=O)(=O)(O)O.O1CC[CH2:34][CH2:33]1. (6) The reactants are [CH2:1]([OH:4])[CH2:2][OH:3].[Cl:5][C:6]1[S:7][C:8]([CH:12]=O)=[C:9]([Cl:11])[N:10]=1.C1(C)C=CC=CC=1. The catalyst is C(=O)([O-])[O-].[Na+].[Na+].O.CC1C=CC(S(O)(=O)=O)=CC=1. The product is [Cl:5][C:6]1[S:7][C:8]([CH:12]2[O:4][CH2:1][CH2:2][O:3]2)=[C:9]([Cl:11])[N:10]=1. The yield is 0.930. (7) The reactants are [C:1]([C:3]1[C:4]([CH3:14])=[CH:5][C:6]([CH3:13])=[C:7]([CH:12]=1)[C:8]([O:10][CH3:11])=[O:9])#[N:2].[NH2:15][OH:16]. The catalyst is CCO. The product is [OH:16][N:15]=[C:1]([C:3]1[C:4]([CH3:14])=[CH:5][C:6]([CH3:13])=[C:7]([CH:12]=1)[C:8]([O:10][CH3:11])=[O:9])[NH2:2]. The yield is 0.660. (8) The yield is 0.850. The product is [I-:18].[Br:12][C:8]1[CH:7]=[C:6]([CH:11]=[CH:10][CH:9]=1)[CH2:5][CH:4]([C:3]([O:2][CH3:1])=[O:17])[CH2:13][N+:14]([CH3:19])([CH3:16])[CH3:15]. The catalyst is C(O)(C)C. The reactants are [CH3:1][O:2][C:3](=[O:17])[CH:4]([CH2:13][N:14]([CH3:16])[CH3:15])[CH2:5][C:6]1[CH:11]=[CH:10][CH:9]=[C:8]([Br:12])[CH:7]=1.[I:18][CH3:19].